Task: Predict the product of the given reaction.. Dataset: Forward reaction prediction with 1.9M reactions from USPTO patents (1976-2016) Given the reactants O[CH2:2][C:3]1[CH:8]=[CH:7][C:6]([OH:9])=[CH:5][CH:4]=1.CC([O-])(C)C.[K+].[N+:16]([CH:19]([CH3:21])[CH3:20])([O-:18])=[O:17].Cl, predict the reaction product. The product is: [CH3:20][C:19]([N+:16]([O-:18])=[O:17])([CH3:21])[CH2:2][C:3]1[CH:8]=[CH:7][C:6]([OH:9])=[CH:5][CH:4]=1.